The task is: Predict the product of the given reaction.. This data is from Forward reaction prediction with 1.9M reactions from USPTO patents (1976-2016). (1) Given the reactants [CH3:1][N:2]([CH3:35])[CH2:3][CH2:4][O:5][C:6]1[CH:11]=[CH:10][C:9]([NH:12][C:13](=[O:34])[CH:14]([C:24]2[CH:29]=[CH:28][C:27]([O:30]COC)=[CH:26][CH:25]=2)[C:15]([C:18]2[CH:23]=[CH:22][CH:21]=[CH:20][CH:19]=2)=[CH:16][CH3:17])=[CH:8][CH:7]=1.Cl.C([O-])(O)=O.[Na+], predict the reaction product. The product is: [CH3:35][N:2]([CH3:1])[CH2:3][CH2:4][O:5][C:6]1[CH:7]=[CH:8][C:9]([NH:12][C:13](=[O:34])[CH:14]([C:24]2[CH:29]=[CH:28][C:27]([OH:30])=[CH:26][CH:25]=2)[C:15]([C:18]2[CH:23]=[CH:22][CH:21]=[CH:20][CH:19]=2)=[CH:16][CH3:17])=[CH:10][CH:11]=1. (2) Given the reactants [F:1][C:2]1[CH:7]=[CH:6][C:5]([C:8]2[C:16]([C:17]3[CH:22]=[CH:21][N:20]=[C:19](S(C)(=O)=O)[N:18]=3)=[C:15]3[N:10]([CH2:11][O:12][CH2:13][CH2:14]3)[N:9]=2)=[CH:4][CH:3]=1.[CH:27]([NH2:30])([CH3:29])[CH3:28], predict the reaction product. The product is: [F:1][C:2]1[CH:7]=[CH:6][C:5]([C:8]2[C:16]([C:17]3[CH:22]=[CH:21][N:20]=[C:19]([NH:30][CH:27]([CH3:29])[CH3:28])[N:18]=3)=[C:15]3[N:10]([CH2:11][O:12][CH2:13][CH2:14]3)[N:9]=2)=[CH:4][CH:3]=1. (3) Given the reactants [CH:1]([C:3]1[C:11]2[O:10][C:9]([C:12]([O:14]CC)=[O:13])=[CH:8][C:7]=2[C:6]([O:17][CH3:18])=[CH:5][CH:4]=1)=[O:2].C(C1C2OC(C([O-])=O)=CC=2C(OC)=CC=1)=O.C(=O)([O-])[O-].[Na+].[Na+], predict the reaction product. The product is: [CH:1]([C:3]1[C:11]2[O:10][C:9]([C:12]([OH:14])=[O:13])=[CH:8][C:7]=2[C:6]([O:17][CH3:18])=[CH:5][CH:4]=1)=[O:2]. (4) Given the reactants [Cl:1][C:2]1[CH:7]=[C:6]([Cl:8])[CH:5]=[C:4]([Cl:9])[C:3]=1[N:10]=[C:11]=[S:12].[CH3:13][CH:14]([NH2:17])[CH2:15][CH3:16].Cl[CH2:19][C:20](O)=[O:21], predict the reaction product. The product is: [Cl:1][C:2]1[CH:7]=[C:6]([Cl:8])[CH:5]=[C:4]([Cl:9])[C:3]=1[N:10]=[C:11]1[N:17]([CH:14]([CH2:15][CH3:16])[CH3:13])[C:20](=[O:21])[CH2:19][S:12]1.